This data is from Catalyst prediction with 721,799 reactions and 888 catalyst types from USPTO. The task is: Predict which catalyst facilitates the given reaction. Reactant: [C:1]1([C@H:7]([NH:41][C:42]([O:44][C@@H:45]2[CH:50]3[CH2:51][CH2:52][N:47]([CH2:48][CH2:49]3)[CH2:46]2)=[O:43])[C:8]2[CH:9]=[C:10]([CH:38]=[CH:39][CH:40]=2)[O:11][CH2:12][C:13]2[CH:37]=[CH:36][C:16]([C:17]([N:19]3[CH2:24][CH2:23][CH:22]([C:25]([O:27][CH2:28][CH2:29][CH2:30][CH:31]4OCC[O:32]4)=[O:26])[CH2:21][CH2:20]3)=[O:18])=[CH:15][CH:14]=2)[CH:6]=[CH:5][CH:4]=[CH:3][CH:2]=1.Cl. Product: [C:1]1([C@H:7]([NH:41][C:42]([O:44][C@@H:45]2[CH:50]3[CH2:49][CH2:48][N:47]([CH2:52][CH2:51]3)[CH2:46]2)=[O:43])[C:8]2[CH:9]=[C:10]([CH:38]=[CH:39][CH:40]=2)[O:11][CH2:12][C:13]2[CH:37]=[CH:36][C:16]([C:17]([N:19]3[CH2:20][CH2:21][CH:22]([C:25]([O:27][CH2:28][CH2:29][CH2:30][CH:31]=[O:32])=[O:26])[CH2:23][CH2:24]3)=[O:18])=[CH:15][CH:14]=2)[CH:2]=[CH:3][CH:4]=[CH:5][CH:6]=1. The catalyst class is: 1.